From a dataset of Forward reaction prediction with 1.9M reactions from USPTO patents (1976-2016). Predict the product of the given reaction. (1) Given the reactants [CH:1]1([N:6]2[C:10]3[N:11]=[C:12]([NH:15][C:16]4[CH:24]=[CH:23][C:19]([C:20](O)=[O:21])=[CH:18][N:17]=4)[N:13]=[CH:14][C:9]=3[CH:8]=[C:7]2[C:25](=[O:29])[N:26]([CH3:28])[CH3:27])[CH2:5][CH2:4][CH2:3][CH2:2]1.[CH:30]12[O:37][CH:34]([CH2:35][CH2:36]1)[CH2:33][NH:32][CH2:31]2, predict the reaction product. The product is: [CH3:28][N:26]([CH3:27])[C:25]([C:7]1[N:6]([CH:1]2[CH2:5][CH2:4][CH2:3][CH2:2]2)[C:10]2[N:11]=[C:12]([NH:15][C:16]3[CH:24]=[CH:23][C:19]([C:20]([N:32]4[CH2:31][CH:30]5[O:37][CH:34]([CH2:35][CH2:36]5)[CH2:33]4)=[O:21])=[CH:18][N:17]=3)[N:13]=[CH:14][C:9]=2[CH:8]=1)=[O:29]. (2) Given the reactants [OH-].[Li+].[CH2:3]1[C:12]2[C:7](=[CH:8][CH:9]=[CH:10][CH:11]=2)[CH2:6][CH2:5][N:4]1[C:13](=[O:34])[CH2:14][CH2:15][C:16]1[CH:33]=[CH:32][C:19]([O:20][CH2:21][C:22]2[CH:31]=[CH:30][CH:29]=[CH:28][C:23]=2[C:24]([O:26]C)=[O:25])=[CH:18][CH:17]=1, predict the reaction product. The product is: [CH2:3]1[C:12]2[C:7](=[CH:8][CH:9]=[CH:10][CH:11]=2)[CH2:6][CH2:5][N:4]1[C:13](=[O:34])[CH2:14][CH2:15][C:16]1[CH:33]=[CH:32][C:19]([O:20][CH2:21][C:22]2[CH:31]=[CH:30][CH:29]=[CH:28][C:23]=2[C:24]([OH:26])=[O:25])=[CH:18][CH:17]=1. (3) Given the reactants F[C:2](F)(F)[C:3]([O:5][C:6]1[C:11]([F:12])=[C:10]([F:13])[C:9]([F:14])=[C:8]([F:15])[C:7]=1[F:16])=[O:4].[N:19]([CH2:22][C@H:23]1[O:27][C:26](=[O:28])[N:25]([C:29]2[CH:34]=[CH:33]C(C(O)=O)=[C:31]([F:38])[CH:30]=2)[CH2:24]1)=[N+:20]=[N-:21].N1C=CC=CC=1.C(O)(=O)CC(CC(O)=O)(C(O)=O)O, predict the reaction product. The product is: [N:19]([CH2:22][C@H:23]1[O:27][C:26](=[O:28])[N:25]([C:29]2[CH:34]=[CH:33][C:2]([C:3]([O:5][C:6]3[C:11]([F:12])=[C:10]([F:13])[C:9]([F:14])=[C:8]([F:15])[C:7]=3[F:16])=[O:4])=[C:31]([F:38])[CH:30]=2)[CH2:24]1)=[N+:20]=[N-:21]. (4) The product is: [NH2:1][C@H:2]([C:19]([NH:21][C@H:22]([C:40]([N:42]1[CH2:81][CH2:80][CH2:79][C@H:43]1[C:44]([NH:46][C@H:47]([C:49]([NH:51][C@H:52]([C:69]([OH:71])=[O:70])[CH2:53][CH2:54][CH2:55][CH2:56][NH2:57])=[O:50])[CH3:48])=[O:45])=[O:41])[CH2:23][CH2:24][CH2:25][NH:26][C:27](=[NH:28])[NH2:39])=[O:20])[CH2:3][CH2:4][CH2:5][CH2:6][NH2:7]. Given the reactants [NH:1](C(OC(C)(C)C)=O)[C@H:2]([C:19]([NH:21][C@H:22]([C:40]([N:42]1[CH2:81][CH2:80][CH2:79][C@H:43]1[C:44]([NH:46][C@H:47]([C:49]([NH:51][C@H:52]([C:69]([O:71]CC1C=CC=CC=1)=[O:70])[CH2:53][CH2:54][CH2:55][CH2:56][NH:57]C(OCC1C=CC=CC=1Cl)=O)=[O:50])[CH3:48])=[O:45])=[O:41])[CH2:23][CH2:24][CH2:25][NH:26][C:27](=[NH:39])[NH:28]S(C1C=CC(C)=CC=1)(=O)=O)=[O:20])[CH2:3][CH2:4][CH2:5][CH2:6][NH:7]C(OCC1C=CC=CC=1Cl)=O.C1(OC)C=CC=CC=1, predict the reaction product. (5) Given the reactants C([O:5][C:6](=[O:51])[C:7]1[CH:12]=[CH:11][CH:10]=[C:9]([CH2:13][CH:14]([NH:28][C:29](=[O:48])[CH2:30][N:31]2[CH2:36][CH2:35][N:34]([CH2:37][CH2:38][NH:39]C(OC(C)(C)C)=O)[CH2:33][C:32]2=[O:47])[B:15]2[O:23]C3C(C)(C4CC(C3)C4(C)C)[O:16]2)[C:8]=1OC)(C)(C)C.B(Cl)(Cl)Cl, predict the reaction product. The product is: [NH2:39][CH2:38][CH2:37][N:34]1[CH2:35][CH2:36][N:31]([CH2:30][C:29]([NH:28][CH:14]2[CH2:13][C:9]3[CH:10]=[CH:11][CH:12]=[C:7]([C:6]([OH:5])=[O:51])[C:8]=3[O:23][B:15]2[OH:16])=[O:48])[C:32](=[O:47])[CH2:33]1. (6) Given the reactants [CH3:1][O:2][C:3]1[CH:12]=[C:11]2[C:6]([C:7]([O:13][C:14]3[CH:19]=[CH:18][C:17]([NH:20][C:21]([C:23]4[C:24](=[O:44])[N:25]([C:38]5[CH:43]=[CH:42][CH:41]=[CH:40][CH:39]=5)[N:26]([CH2:29][C@@H:30]([O:32][C:33](=[O:37])[C@@H:34]([NH2:36])[CH3:35])[CH3:31])[C:27]=4[CH3:28])=[O:22])=[CH:16][C:15]=3[F:45])=[CH:8][CH:9]=[N:10]2)=[CH:5][CH:4]=1.[C:46]1([CH3:56])[CH:51]=[CH:50][C:49]([S:52]([OH:55])(=[O:54])=[O:53])=[CH:48][CH:47]=1, predict the reaction product. The product is: [CH3:56][C:46]1[CH:47]=[CH:48][C:49]([S:52]([OH:55])(=[O:54])=[O:53])=[CH:50][CH:51]=1.[F:45][C:15]1[CH:16]=[C:17]([NH:20][C:21]([C:23]2[C:24](=[O:44])[N:25]([C:38]3[CH:39]=[CH:40][CH:41]=[CH:42][CH:43]=3)[N:26]([CH2:29][C@@H:30]([O:32][C:33](=[O:37])[C@@H:34]([NH2:36])[CH3:35])[CH3:31])[C:27]=2[CH3:28])=[O:22])[CH:18]=[CH:19][C:14]=1[O:13][C:7]1[C:6]2[C:11](=[CH:12][C:3]([O:2][CH3:1])=[CH:4][CH:5]=2)[N:10]=[CH:9][CH:8]=1.